Dataset: Forward reaction prediction with 1.9M reactions from USPTO patents (1976-2016). Task: Predict the product of the given reaction. Given the reactants [CH2:1]([N:4]1[C:12]2[C:7](=[CH:8][CH:9]=[CH:10][CH:11]=2)[C:6](=[O:13])[C:5]1=[O:14])[CH2:2][CH3:3].[CH3:15]C1C=C2C(=CC=1)NC(=O)C2=O.BrCCC, predict the reaction product. The product is: [CH3:15][C:9]1[CH:8]=[C:7]2[C:12](=[CH:11][CH:10]=1)[N:4]([CH2:1][CH2:2][CH3:3])[C:5](=[O:14])[C:6]2=[O:13].